From a dataset of Reaction yield outcomes from USPTO patents with 853,638 reactions. Predict the reaction yield, written as a fraction of the theoretical maximum amount of product (1.0 means a 100% yield; for example, 0.34 means a 34% yield). (1) The reactants are C([Li])CCC.[OH:6][CH2:7][CH2:8][C:9]#[N:10].[C:11]12([CH2:22][C:21](=[O:23])[O:20][C:18](=[O:19])[CH2:17]1)[CH2:16][CH2:15][CH2:14][CH2:13][CH2:12]2. The catalyst is C1COCC1. The product is [C:9]([CH2:8][CH2:7][O:6][C:21]([CH2:22][C:11]1([CH2:17][C:18]([OH:20])=[O:19])[CH2:16][CH2:15][CH2:14][CH2:13][CH2:12]1)=[O:23])#[N:10]. The yield is 0.950. (2) The reactants are [C:1]([O:5][C:6]([N:8]1[CH2:12][CH2:11][CH2:10][C@H:9]1[C@@H:13]([OH:37])[C@H:14]([N:22](CC1C=CC=CC=1)CC1C=CC=CC=1)[CH2:15][C:16]1[CH:21]=[CH:20][CH:19]=[CH:18][CH:17]=1)=[O:7])([CH3:4])([CH3:3])[CH3:2].[H][H]. The catalyst is CO.[OH-].[OH-].[Pd+2]. The product is [C:1]([O:5][C:6]([N:8]1[CH2:12][CH2:11][CH2:10][C@H:9]1[C@@H:13]([OH:37])[C@H:14]([NH2:22])[CH2:15][C:16]1[CH:17]=[CH:18][CH:19]=[CH:20][CH:21]=1)=[O:7])([CH3:4])([CH3:2])[CH3:3]. The yield is 0.990. (3) The reactants are Br[CH2:2][CH2:3][C:4]1[CH:9]=[C:8]([O:10][CH3:11])[C:7]([N+:12]([O-:14])=[O:13])=[CH:6][C:5]=1[Cl:15].C([N:18]([CH2:21]C)[CH2:19]C)C.[F:23][C:24]1[CH:31]=CC(CN)=[CH:26][CH:25]=1.O. The catalyst is CS(C)=O. The product is [Cl:15][C:5]1[CH:6]=[C:7]([N+:12]([O-:14])=[O:13])[C:8]([O:10][CH3:11])=[CH:9][C:4]=1[C:3]1[CH:31]=[C:24]([F:23])[CH:25]=[CH:26][C:2]=1[CH2:21][NH:18][CH3:19]. The yield is 0.190. (4) The reactants are C[O:2][C:3](=[O:34])[C:4]1[CH:9]=[C:8]([S:10][C:11]2[N:12]([CH3:16])[CH:13]=[CH:14][N:15]=2)[CH:7]=[C:6]([O:17][C:18]2[CH:23]=[CH:22][C:21]([P:24]([O:30][CH:31]([CH3:33])[CH3:32])([O:26][CH:27]([CH3:29])[CH3:28])=[O:25])=[CH:20][CH:19]=2)[CH:5]=1.O1CCOCC1.[OH-].[Na+]. The catalyst is O. The product is [CH:27]([O:26][P:24]([C:21]1[CH:22]=[CH:23][C:18]([O:17][C:6]2[CH:5]=[C:4]([CH:9]=[C:8]([S:10][C:11]3[N:12]([CH3:16])[CH:13]=[CH:14][N:15]=3)[CH:7]=2)[C:3]([OH:34])=[O:2])=[CH:19][CH:20]=1)([O:30][CH:31]([CH3:33])[CH3:32])=[O:25])([CH3:28])[CH3:29]. The yield is 0.820. (5) The reactants are Br[CH2:2][CH2:3][CH2:4][CH2:5][CH2:6][CH2:7][C:8]([O:10][CH2:11][CH3:12])=[O:9].[O:13]=[C:14]([CH3:21])[CH2:15][C:16]([O:18][CH2:19][CH3:20])=[O:17].C(=O)([O-])[O-].[K+].[K+]. The catalyst is CC(C)=O. The product is [C:14]([CH:15]([CH2:2][CH2:3][CH2:4][CH2:5][CH2:6][CH2:7][C:8]([O:10][CH2:11][CH3:12])=[O:9])[C:16]([O:18][CH2:19][CH3:20])=[O:17])(=[O:13])[CH3:21]. The yield is 0.617.